The task is: Predict the reactants needed to synthesize the given product.. This data is from Retrosynthesis with 50K atom-mapped reactions and 10 reaction types from USPTO. (1) Given the product CCOC(CN1C(=O)c2ccccc2C1C(C)N)OCC, predict the reactants needed to synthesize it. The reactants are: CCOC(CN1C(=O)c2ccccc2C1C(C)[N+](=O)[O-])OCC. (2) Given the product CC(C)(C)OC(=O)COc1ccc(Cl)cc1C#Cc1ccc(CO)cc1F, predict the reactants needed to synthesize it. The reactants are: C#Cc1cc(Cl)ccc1OCC(=O)OC(C)(C)C.OCc1ccc(Br)c(F)c1. (3) Given the product Fc1ccc2c3c([nH]c2c1)CCNCC3, predict the reactants needed to synthesize it. The reactants are: O=C1Cc2[nH]c3cc(F)ccc3c2CCN1. (4) Given the product CCOC(=O)C1CN(C)c2ccccc2O1, predict the reactants needed to synthesize it. The reactants are: CCOC(=O)C1CNc2ccccc2O1.CI.